This data is from Reaction yield outcomes from USPTO patents with 853,638 reactions. The task is: Predict the reaction yield, written as a fraction of the theoretical maximum amount of product (1.0 means a 100% yield; for example, 0.34 means a 34% yield). (1) The reactants are C([C:3]1[CH:4]=[C:5]([CH:13]=[CH:14][CH:15]=1)[O:6][CH2:7][C:8]([O:10][CH2:11][CH3:12])=[O:9])=O.[OH:16][C:17]1C=CC(C=O)=CC=1.BrCC(OCC)=O. No catalyst specified. The product is [CH:17]([C:15]1[CH:3]=[CH:4][C:5]([O:6][CH2:7][C:8]([O:10][CH2:11][CH3:12])=[O:9])=[CH:13][CH:14]=1)=[O:16]. The yield is 0.520. (2) The reactants are [F:1][C:2]1[CH:3]=[C:4]2[C:8](=[CH:9][CH:10]=1)[NH:7][C:6](=[O:11])[C:5]2=[N:12][N:13]=[CH:14][C:15]1[NH:19][C:18]([CH3:20])=[C:17]([C:21]([NH:23][CH2:24][CH2:25][CH2:26][CH2:27][CH2:28][C:29](O)=[O:30])=[O:22])[C:16]=1[CH3:32].Cl.C(N=C=NCCCN(C)C)C.OC1C2N=NNC=2C=CC=1.C(N(CC)CC)C.[Cl:62][C:63]1[CH:68]=[CH:67][C:66]([NH2:69])=[C:65]([NH2:70])[CH:64]=1. The catalyst is [Cl-].[Na+].O.CN(C=O)C. The product is [F:1][C:2]1[CH:3]=[C:4]2[C:8](=[CH:9][CH:10]=1)[NH:7][C:6](=[O:11])[C:5]2=[N:12][N:13]=[CH:14][C:15]1[NH:19][C:18]([CH3:20])=[C:17]([C:21]([NH:23][CH2:24][CH2:25][CH2:26][CH2:27][CH2:28][C:29]([NH:69][C:66]2[CH:67]=[CH:68][C:63]([Cl:62])=[CH:64][C:65]=2[NH2:70])=[O:30])=[O:22])[C:16]=1[CH3:32]. The yield is 0.710. (3) The reactants are C(N(CC)C(C)C)(C)C.[Br:10][C:11]1[N:31]=[CH:30][C:14]2[NH:15][C@@H:16]([CH3:29])[CH2:17][N:18]([S:19]([C:22]3[CH:28]=[CH:27][C:25]([CH3:26])=[CH:24][CH:23]=3)(=[O:21])=[O:20])[C:13]=2[CH:12]=1.[C:32](Cl)(=[O:34])[CH3:33]. The catalyst is ClCCl. The product is [Br:10][C:11]1[N:31]=[CH:30][C:14]2[N:15]([C:32](=[O:34])[CH3:33])[C@@H:16]([CH3:29])[CH2:17][N:18]([S:19]([C:22]3[CH:23]=[CH:24][C:25]([CH3:26])=[CH:27][CH:28]=3)(=[O:21])=[O:20])[C:13]=2[CH:12]=1. The yield is 0.690. (4) The yield is 0.530. The reactants are [C:1]([C:4]1[C:22](=[O:23])[C@@:8]2([CH3:24])[C:9]3[C:15]([OH:16])=[CH:14][C:13]([O:17][CH3:18])=[C:12]([C:19]([NH2:21])=[O:20])[C:10]=3[O:11][C:7]2=[CH:6][C:5]=1[OH:25])(=[O:3])[CH3:2].[CH3:26][C:27]1[C:36]([CH3:37])=[C:35]([O:38][CH2:39][CH2:40][CH3:41])[C:34]2[C:29](=[CH:30][CH:31]=[CH:32][CH:33]=2)[C:28]=1[CH:42]=O.C([SiH](CC)CC)C.FC(F)(F)C(O)=O. The catalyst is C(#N)C. The product is [C:1]([C:4]1[C:22](=[O:23])[C@@:8]2([CH3:24])[C:9]3[C:15]([OH:16])=[CH:14][C:13]([O:17][CH3:18])=[C:12]([C:19]([NH:21][CH2:42][C:28]4[C:29]5[C:34](=[CH:33][CH:32]=[CH:31][CH:30]=5)[C:35]([O:38][CH2:39][CH2:40][CH3:41])=[C:36]([CH3:37])[C:27]=4[CH3:26])=[O:20])[C:10]=3[O:11][C:7]2=[CH:6][C:5]=1[OH:25])(=[O:3])[CH3:2]. (5) The reactants are [Mn]([O-])(=O)(=O)=[O:2].[K+].[CH3:7][CH:8]1[CH2:13][CH2:12][CH2:11][CH:10]([CH3:14])[C:9]1=[O:15].[OH2:16]. No catalyst specified. The product is [CH3:7][CH:8]([CH2:13][CH2:12][CH2:11][C:10](=[O:2])[CH3:14])[C:9]([OH:15])=[O:16]. The yield is 0.532. (6) The reactants are [Cl:1][C:2]1[CH:7]=[CH:6][CH:5]=[C:4]([C:8]([F:11])([F:10])[F:9])[C:3]=1[CH2:12][OH:13].CCN(CC)CC.[CH3:21][S:22](Cl)(=[O:24])=[O:23]. The catalyst is C1COCC1. The product is [CH3:21][S:22]([O:13][CH2:12][C:3]1[C:4]([C:8]([F:10])([F:11])[F:9])=[CH:5][CH:6]=[CH:7][C:2]=1[Cl:1])(=[O:24])=[O:23]. The yield is 0.930. (7) The reactants are CN(C(ON1N=NC2C=CC=NC1=2)=[N+](C)C)C.F[P-](F)(F)(F)(F)F.[Cl:25][C:26]1[CH:31]=[C:30]([NH:32][C:33]2[C:42]3[C:37](=[CH:38][CH:39]=[CH:40][C:41]=3[O:43][CH2:44][CH:45]3[CH2:50][CH2:49][NH:48][CH2:47][CH2:46]3)[N:36]=[CH:35][N:34]=2)[CH:29]=[CH:28][C:27]=1[OH:51].[C:52](O)(=[O:55])[CH2:53][OH:54]. The catalyst is CC(N(C)C)=O. The product is [Cl:25][C:26]1[CH:31]=[C:30]([NH:32][C:33]2[C:42]3[C:37](=[CH:38][CH:39]=[CH:40][C:41]=3[O:43][CH2:44][CH:45]3[CH2:50][CH2:49][N:48]([C:53](=[O:54])[CH2:52][OH:55])[CH2:47][CH2:46]3)[N:36]=[CH:35][N:34]=2)[CH:29]=[CH:28][C:27]=1[OH:51]. The yield is 0.700. (8) The reactants are [Li+].C[Si]([N-][Si](C)(C)C)(C)C.[CH3:11][O:12][C:13]([CH:15]1[CH2:19][C:18](=[O:20])[N:17]([C:21]2[C:26]([CH3:27])=[CH:25][CH:24]=[CH:23][C:22]=2[CH3:28])[CH2:16]1)=[O:14].I[CH:30]1[CH2:34][CH2:33][CH2:32][CH2:31]1.[NH4+].[Cl-]. The catalyst is C1COCC1. The product is [CH3:11][O:12][C:13]([C:15]1([CH:30]2[CH2:34][CH2:33][CH2:32][CH2:31]2)[CH2:19][C:18](=[O:20])[N:17]([C:21]2[C:26]([CH3:27])=[CH:25][CH:24]=[CH:23][C:22]=2[CH3:28])[CH2:16]1)=[O:14]. The yield is 0.190. (9) The reactants are C(N(CC)CC)C.[NH:8]1[C:16]2[C:11](=[C:12]([CH:17]=[CH:18][C:19]([OH:21])=O)[CH:13]=[CH:14][CH:15]=2)[CH:10]=[CH:9]1.ClC(OCC)=O.[N-:28]=[N+:29]=[N-:30].[Na+]. The yield is 0.640. The catalyst is CC(C)=O.O. The product is [NH:8]1[C:16]2[C:11](=[C:12]([CH:17]=[CH:18][C:19]([N:28]=[N+:29]=[N-:30])=[O:21])[CH:13]=[CH:14][CH:15]=2)[CH:10]=[CH:9]1. (10) The reactants are [N:1]1([C:7]2[N:15]=[C:14]([C:16]3[CH:17]=[C:18]([CH2:22][OH:23])[CH:19]=[CH:20][CH:21]=3)[N:13]=[C:12]3[C:8]=2[N:9]=[CH:10][N:11]3[CH:24]2[CH2:29][CH2:28][NH:27][CH2:26][CH2:25]2)[CH2:6][CH2:5][O:4][CH2:3][CH2:2]1.[BH3-]C#N.[Na+].F[C:35]1[CH:42]=[CH:41]C=C[C:36]=1[CH:37]=[O:38]. The catalyst is CO.[Cl-].[Zn+2].[Cl-]. The product is [O:38]1[CH:37]=[CH:36][CH:35]=[C:42]1[CH2:41][N:27]1[CH2:28][CH2:29][CH:24]([N:11]2[CH:10]=[N:9][C:8]3[C:12]2=[N:13][C:14]([C:16]2[CH:17]=[C:18]([CH2:22][OH:23])[CH:19]=[CH:20][CH:21]=2)=[N:15][C:7]=3[N:1]2[CH2:6][CH2:5][O:4][CH2:3][CH2:2]2)[CH2:25][CH2:26]1. The yield is 0.310.